From a dataset of Reaction yield outcomes from USPTO patents with 853,638 reactions. Predict the reaction yield, written as a fraction of the theoretical maximum amount of product (1.0 means a 100% yield; for example, 0.34 means a 34% yield). (1) The reactants are [O:1]=[S:2]1(=[O:34])[C:8]2[CH:9]=[C:10]([O:15][CH2:16][C:17]([O:19]CC)=[O:18])[C:11]([S:13][CH3:14])=[CH:12][C:7]=2[N:6]([C:22]2[CH:27]=[CH:26][CH:25]=[CH:24][CH:23]=2)[CH2:5][C:4]([CH2:30][CH2:31][CH2:32][CH3:33])([CH2:28][CH3:29])[CH2:3]1.C1COCC1.[Li+].[OH-]. The catalyst is C(Cl)Cl.O.C(O)(=O)C. The product is [O:34]=[S:2]1(=[O:1])[C:8]2[CH:9]=[C:10]([O:15][CH2:16][C:17]([OH:19])=[O:18])[C:11]([S:13][CH3:14])=[CH:12][C:7]=2[N:6]([C:22]2[CH:27]=[CH:26][CH:25]=[CH:24][CH:23]=2)[CH2:5][C:4]([CH2:30][CH2:31][CH2:32][CH3:33])([CH2:28][CH3:29])[CH2:3]1. The yield is 0.990. (2) The reactants are Cl.[CH3:2][C@:3]([C:7]([OH:9])=[O:8])([CH2:5][SH:6])[NH2:4].[OH:10][C:11]1[CH:18]=[C:17]([OH:19])[CH:16]=[CH:15][C:12]=1[C:13]#N.C(N(CC)CC)C.[OH-].[K+]. The catalyst is C(O)C.O. The product is [OH:10][C:11]1[CH:18]=[C:17]([OH:19])[CH:16]=[CH:15][C:12]=1[C:13]1[S:6][CH2:5][C@:3]([CH3:2])([C:7]([OH:9])=[O:8])[N:4]=1. The yield is 0.876. (3) The reactants are [CH:1](=[O:10])[CH:2]=[CH:3][C:4]1[CH:9]=[CH:8][CH:7]=[CH:6][CH:5]=1.C(C1C(=O)C(Cl)=C(Cl)[C:15](=[O:16])C=1C#N)#N.CO. The catalyst is C(O)(=O)C.C1(C)C=CC=CC=1. The product is [C:1]([O:16][CH3:15])(=[O:10])[CH:2]=[CH:3][C:4]1[CH:9]=[CH:8][CH:7]=[CH:6][CH:5]=1. The yield is 0.980. (4) The reactants are [Br:1][C:2]1[CH:3]=[N:4][N:5]([C@@H:7]([CH:11]2[CH2:15][CH2:14][CH2:13][CH2:12]2)[CH2:8][CH:9]=O)[CH:6]=1.O1CCCC1.[OH-].[NH4+:22].II. The catalyst is O. The product is [Br:1][C:2]1[CH:3]=[N:4][N:5]([C@@H:7]([CH:11]2[CH2:15][CH2:14][CH2:13][CH2:12]2)[CH2:8][C:9]#[N:22])[CH:6]=1. The yield is 0.793. (5) The yield is 0.220. The catalyst is CN(C=O)C. The reactants are [OH:1][C:2]1[C:3]([C:8]([OH:10])=O)=[N:4][CH:5]=[CH:6][CH:7]=1.C(N(C(C)C)CC)(C)C.CN(C)CCCN=C=NCC.ON1C2C=CC=CC=2N=N1.Cl.[C:42]([O:46][C:47](=[O:50])[CH2:48][NH2:49])([CH3:45])([CH3:44])[CH3:43]. The product is [C:42]([O:46][C:47](=[O:50])[CH2:48][NH:49][C:8]([C:3]1[C:2]([OH:1])=[CH:7][CH:6]=[CH:5][N:4]=1)=[O:10])([CH3:45])([CH3:44])[CH3:43]. (6) The reactants are [N+:1]([C:4]1[S:8][CH:7]=[C:6]([C:9]#[N:10])[C:5]=1[C:11]1[N:12]=[CH:13][S:14][CH:15]=1)([O-])=O.O.O.[Sn](Cl)Cl. The catalyst is C(OCC)(=O)C. The product is [NH2:1][C:4]1[S:8][CH:7]=[C:6]([C:9]#[N:10])[C:5]=1[C:11]1[N:12]=[CH:13][S:14][CH:15]=1. The yield is 0.380.